Dataset: Catalyst prediction with 721,799 reactions and 888 catalyst types from USPTO. Task: Predict which catalyst facilitates the given reaction. (1) The catalyst class is: 121. Reactant: C([N:4]1[C:12]2[C:7](=[CH:8][CH:9]=[CH:10][CH:11]=2)[C:6](=[C:13](OCC)[C:14]2[CH:19]=[CH:18][CH:17]=[CH:16][CH:15]=2)[C:5]1=[O:23])(=O)C.[CH3:24][S:25]([NH:28][C:29]1[CH:35]=[CH:34][C:32]([NH2:33])=[CH:31][CH:30]=1)(=[O:27])=[O:26].[OH-].[Na+]. Product: [CH3:24][S:25]([NH:28][C:29]1[CH:35]=[CH:34][C:32]([NH:33]/[C:13](=[C:6]2\[C:5](=[O:23])[NH:4][C:12]3[C:7]\2=[CH:8][CH:9]=[CH:10][CH:11]=3)/[C:14]2[CH:15]=[CH:16][CH:17]=[CH:18][CH:19]=2)=[CH:31][CH:30]=1)(=[O:27])=[O:26]. (2) Reactant: [O:1]1[C:5]2[CH:6]=[CH:7][C:8]([OH:10])=[CH:9][C:4]=2[CH:3]=[CH:2]1.C(=O)([O-])[O-].[K+].[K+].[Cl:17][C:18]1[CH:23]=[C:22]([N+:24]([O-:26])=[O:25])[CH:21]=[CH:20][C:19]=1F. Product: [Cl:17][C:18]1[CH:23]=[C:22]([N+:24]([O-:26])=[O:25])[CH:21]=[CH:20][C:19]=1[O:10][C:8]1[CH:7]=[CH:6][C:5]2[O:1][CH:2]=[CH:3][C:4]=2[CH:9]=1. The catalyst class is: 9. (3) Reactant: [C:1](Cl)(=[O:10])[CH:2]=[CH:3][C:4]1[CH:9]=[CH:8][CH:7]=[CH:6][CH:5]=1.N1C=CC=CC=1.[F:18][C:19]1[CH:25]=[CH:24][C:22]([NH2:23])=[CH:21][CH:20]=1. Product: [F:18][C:19]1[CH:25]=[CH:24][C:22]([NH:23][C:1](=[O:10])[CH:2]=[CH:3][C:4]2[CH:9]=[CH:8][CH:7]=[CH:6][CH:5]=2)=[CH:21][CH:20]=1. The catalyst class is: 112. (4) Reactant: C(N(S(F)(F)[F:7])CC)C.[Br:10][CH2:11][C:12]1[CH:17]=[CH:16][C:15]([C:18](O)([C:23]([F:26])([F:25])[F:24])[C:19]([F:22])([F:21])[F:20])=[CH:14][CH:13]=1. Product: [Br:10][CH2:11][C:12]1[CH:17]=[CH:16][C:15]([C:18]([F:7])([C:23]([F:26])([F:25])[F:24])[C:19]([F:22])([F:21])[F:20])=[CH:14][CH:13]=1. The catalyst class is: 4.